Dataset: Reaction yield outcomes from USPTO patents with 853,638 reactions. Task: Predict the reaction yield, written as a fraction of the theoretical maximum amount of product (1.0 means a 100% yield; for example, 0.34 means a 34% yield). (1) The reactants are CN(OC)[C:3]([C:5]1[C:13]2[N:12]=[C:11]([CH3:14])[N:10]([CH2:15][C:16]3[C:25]4[C:20](=[CH:21][CH:22]=[CH:23][CH:24]=4)[CH:19]=[CH:18][CH:17]=3)[C:9]=2[CH:8]=[C:7]([N:26]2[CH2:31][CH2:30][O:29][CH2:28][CH2:27]2)[CH:6]=1)=[O:4].[CH3:34][Mg]Cl. The catalyst is O1CCCC1. The product is [CH3:14][C:11]1[N:10]([CH2:15][C:16]2[C:25]3[C:20](=[CH:21][CH:22]=[CH:23][CH:24]=3)[CH:19]=[CH:18][CH:17]=2)[C:9]2[CH:8]=[C:7]([N:26]3[CH2:27][CH2:28][O:29][CH2:30][CH2:31]3)[CH:6]=[C:5]([C:3](=[O:4])[CH3:34])[C:13]=2[N:12]=1. The yield is 0.590. (2) The reactants are [Br:1][C:2]1[CH:3]=[CH:4][C:5]2[CH2:11][C:10](=[O:12])[C:9]3[C:13]([O:19]C)=[CH:14][C:15]([O:17]C)=[CH:16][C:8]=3[O:7][C:6]=2[CH:21]=1.Cl.N1C=CC=CC=1. No catalyst specified. The product is [Br:1][C:2]1[CH:3]=[CH:4][C:5]2[CH2:11][C:10](=[O:12])[C:9]3[C:13]([OH:19])=[CH:14][C:15]([OH:17])=[CH:16][C:8]=3[O:7][C:6]=2[CH:21]=1. The yield is 0.610. (3) No catalyst specified. The yield is 0.230. The reactants are C(O[CH:5]1[CH2:10][CH2:9][N:8]([C:11]2[CH:16]=[CH:15][C:14]([B:17]3[O:21][C:20]([CH3:23])([CH3:22])[C:19]([CH3:25])([CH3:24])[O:18]3)=[CH:13][CH:12]=2)[CH2:7][CH2:6]1)(=O)C.BrC1C=C[C:30]([N:33]2CCC(N(C)C)C[CH2:34]2)=CC=1. The product is [CH3:30][N:33]([CH3:34])[CH:5]1[CH2:10][CH2:9][N:8]([C:11]2[CH:16]=[CH:15][C:14]([B:17]3[O:21][C:20]([CH3:23])([CH3:22])[C:19]([CH3:25])([CH3:24])[O:18]3)=[CH:13][CH:12]=2)[CH2:7][CH2:6]1. (4) The reactants are [Cl:1][C:2]1[CH:7]=[CH:6][N:5]=[C:4]2[N:8]([Si](C(C)C)(C(C)C)C(C)C)[CH:9]=[CH:10][C:3]=12.[Li]C(CC)C.CN([CH:29]=[O:30])C.Cl.C([O-])(O)=O.[Na+]. The catalyst is C1COCC1. The product is [Cl:1][C:2]1[C:7]([CH:29]=[O:30])=[CH:6][N:5]=[C:4]2[NH:8][CH:9]=[CH:10][C:3]=12. The yield is 0.880. (5) The reactants are [CH:1](NC(C)C)(C)[CH3:2].C([Li])CCC.[CH3:13][CH:14]1[CH2:18][CH2:17][O:16][C:15]1=[O:19].[Cl-].[NH4+].Cl. The catalyst is O1CCCC1.C(Br)=C. The product is [CH3:13][C:14]1([CH:1]=[CH2:2])[CH2:18][CH2:17][O:16][C:15]1=[O:19]. The yield is 0.420. (6) The reactants are CC([O-])(C)C.[K+].[CH:7]([O:9][CH3:10])=[O:8].[N:11]1[CH:16]=[C:15]([CH2:17][CH2:18][C:19](OC)=[O:20])[CH:14]=[N:13][CH:12]=1. The catalyst is C1COCC1. The product is [CH:19]([CH:18]([CH2:17][C:15]1[CH:16]=[N:11][CH:12]=[N:13][CH:14]=1)[C:7]([O:9][CH3:10])=[O:8])=[O:20]. The yield is 0.574. (7) The reactants are O.[NH2:2][NH2:3].[CH3:4][C:5]([CH3:12])([CH3:11])[C:6](=O)[CH2:7][C:8]#[N:9]. The catalyst is CCO. The product is [C:5]([C:6]1[CH:7]=[C:8]([NH2:9])[N:3]([CH2:4][CH2:5][CH2:6][CH2:7][CH3:8])[N:2]=1)([CH3:12])([CH3:11])[CH3:4]. The yield is 0.880. (8) The reactants are [OH:1][C:2]1[CH:9]=[CH:8][C:5]([C:6]#[N:7])=[CH:4][C:3]=1[O:10][CH3:11].Br[CH2:13][CH2:14][CH2:15][O:16][C:17]1[CH:18]=[C:19]2[C:23](=[CH:24][CH:25]=1)[C@H:22]([CH2:26][C:27]([O:29][CH2:30][CH3:31])=[O:28])[CH2:21][CH2:20]2.C([O-])([O-])=O.[Cs+].[Cs+]. The catalyst is CN(C=O)C.O. The product is [C:6]([C:5]1[CH:8]=[CH:9][C:2]([O:1][CH2:13][CH2:14][CH2:15][O:16][C:17]2[CH:18]=[C:19]3[C:23](=[CH:24][CH:25]=2)[C@H:22]([CH2:26][C:27]([O:29][CH2:30][CH3:31])=[O:28])[CH2:21][CH2:20]3)=[C:3]([O:10][CH3:11])[CH:4]=1)#[N:7]. The yield is 0.680.